Dataset: Forward reaction prediction with 1.9M reactions from USPTO patents (1976-2016). Task: Predict the product of the given reaction. (1) Given the reactants [C:1](#[N:7])[CH:2]([CH2:4][C:5]#N)O.[C:8]([CH2:10][C:11]([NH2:13])=[S:12])#[N:9].[CH:14](=O)[C:15]1C=C[CH:18]=[CH:17][CH:16]=1.[NH:22]1CCCC[CH2:23]1.Cl, predict the reaction product. The product is: [NH2:22][C:23]1[NH:13][C:11](=[S:12])[C:10]([C:8]#[N:9])=[C:4]([C:5]2[CH:18]=[CH:17][CH:16]=[CH:15][CH:14]=2)[C:2]=1[C:1]#[N:7]. (2) The product is: [NH2:30][C:28]1[N:27]=[CH:26][N:25]=[C:24]2[N:23]([CH:31]([CH3:33])[CH3:32])[N:22]=[C:21]([C:10]3[CH:11]=[CH:12][C:13]([S:16]([NH2:19])(=[O:17])=[O:18])=[CH:14][CH:15]=3)[C:29]=12. Given the reactants B1([C:10]2[CH:15]=[CH:14][C:13]([S:16]([NH2:19])(=[O:18])=[O:17])=[CH:12][CH:11]=2)OC(C)(C)C(C)(C)O1.I[C:21]1[C:29]2[C:24](=[N:25][CH:26]=[N:27][C:28]=2[NH2:30])[N:23]([CH:31]([CH3:33])[CH3:32])[N:22]=1.C([O-])([O-])=O.[Na+].[Na+], predict the reaction product. (3) Given the reactants [CH3:1][O:2][C:3]1[CH:4]=[C:5]([CH2:11][CH2:12][N:13]2[C:17]3=[N:18][C:19]([C:22]4[CH:23]=[C:24]([CH:30]=[CH:31][CH:32]=4)[C:25]([O:27]CC)=[O:26])=[CH:20][CH:21]=[C:16]3[CH:15]=[CH:14]2)[CH:6]=[CH:7][C:8]=1[O:9][CH3:10].CO.[OH-].[Na+].Cl, predict the reaction product. The product is: [CH3:1][O:2][C:3]1[CH:4]=[C:5]([CH2:11][CH2:12][N:13]2[C:17]3=[N:18][C:19]([C:22]4[CH:23]=[C:24]([CH:30]=[CH:31][CH:32]=4)[C:25]([OH:27])=[O:26])=[CH:20][CH:21]=[C:16]3[CH:15]=[CH:14]2)[CH:6]=[CH:7][C:8]=1[O:9][CH3:10]. (4) Given the reactants [Cl:1][C:2]1[C:3](C(N)=O)=[N:4][CH:5]=[CH:6][C:7]=1[O:8][C:9]1[CH:14]=[CH:13][C:12]([NH:15][C:16]([C:18]2[C:19](=[O:31])[N:20]([C:25]3[CH:30]=[CH:29][CH:28]=[CH:27][CH:26]=3)[N:21]([CH3:24])[C:22]=2[CH3:23])=[O:17])=[C:11]([F:32])[CH:10]=1.C(OI(C1C=CC=CC=1)OC(=O)C)(=O)C.CC#[N:53], predict the reaction product. The product is: [NH2:53][C:3]1[C:2]([Cl:1])=[C:7]([O:8][C:9]2[CH:14]=[CH:13][C:12]([NH:15][C:16]([C:18]3[C:19](=[O:31])[N:20]([C:25]4[CH:26]=[CH:27][CH:28]=[CH:29][CH:30]=4)[N:21]([CH3:24])[C:22]=3[CH3:23])=[O:17])=[C:11]([F:32])[CH:10]=2)[CH:6]=[CH:5][N:4]=1. (5) Given the reactants [C:1]([Cl:4])(=[O:3])[CH3:2].[C:5]([C:7]1[CH:15]=[CH:14][C:10]([C:11]([OH:13])=[O:12])=[CH:9][CH:8]=1)#[N:6], predict the reaction product. The product is: [ClH:4].[CH2:1]([O:3][C:5](=[NH:6])[C:7]1[CH:15]=[CH:14][C:10]([C:11]([OH:13])=[O:12])=[CH:9][CH:8]=1)[CH3:2]. (6) Given the reactants [OH:1][C@@H:2]1[C@@H:10]([CH2:11][OH:12])[O:9][C@H:8]2[C@H:4]([N:5]=[C:6]([N:13]([CH2:21][CH3:22])[C:14](=[O:20])[O:15][C:16]([CH3:19])([CH3:18])[CH3:17])[S:7]2)[C@H:3]1[OH:23].N1C=CN=C1.[CH3:29][C:30]([Si:33](Cl)([CH3:35])[CH3:34])([CH3:32])[CH3:31], predict the reaction product. The product is: [Si:33]([O:12][CH2:11][C@H:10]1[O:9][C@H:8]2[C@H:4]([N:5]=[C:6]([N:13]([CH2:21][CH3:22])[C:14](=[O:20])[O:15][C:16]([CH3:18])([CH3:19])[CH3:17])[S:7]2)[C@@H:3]([OH:23])[C@@H:2]1[OH:1])([C:30]([CH3:32])([CH3:31])[CH3:29])([CH3:35])[CH3:34]. (7) Given the reactants [C:1]([Si:5]([O:18][CH:19]1[CH2:24][CH2:23][CH:22]([C:25]#[CH:26])[CH2:21][CH2:20]1)([C:12]1[CH:17]=[CH:16][CH:15]=[CH:14][CH:13]=1)[C:6]1[CH:11]=[CH:10][CH:9]=[CH:8][CH:7]=1)([CH3:4])([CH3:3])[CH3:2].[CH:27]1([CH2:30][O:31][C:32]2[CH:33]=[CH:34][C:35](I)=[C:36]([OH:38])[CH:37]=2)[CH2:29][CH2:28]1.CN(C)C(N(C)C)=N, predict the reaction product. The product is: [C:1]([Si:5]([O:18][CH:19]1[CH2:20][CH2:21][CH:22]([C:25]2[O:38][C:36]3[CH:37]=[C:32]([O:31][CH2:30][CH:27]4[CH2:28][CH2:29]4)[CH:33]=[CH:34][C:35]=3[CH:26]=2)[CH2:23][CH2:24]1)([C:12]1[CH:17]=[CH:16][CH:15]=[CH:14][CH:13]=1)[C:6]1[CH:11]=[CH:10][CH:9]=[CH:8][CH:7]=1)([CH3:4])([CH3:3])[CH3:2].